Dataset: Forward reaction prediction with 1.9M reactions from USPTO patents (1976-2016). Task: Predict the product of the given reaction. (1) Given the reactants [NH2:1][C:2]1[C:10]([C:11]([OH:13])=[O:12])=[CH:9][CH:8]=[CH:7][C:3]=1[C:4]([OH:6])=[O:5].[CH2:14]=O, predict the reaction product. The product is: [O:5]=[C:4]1[C:3]2[CH:7]=[CH:8][CH:9]=[C:10]([C:11]([OH:13])=[O:12])[C:2]=2[N:1]=[CH:14][O:6]1. (2) The product is: [Cl:1][C:2]1[CH:3]=[C:4]([C:12]2[O:16][N:15]=[C:14]([C:17]3[CH:18]=[CH:19][CH:20]=[C:21]4[C:25]=3[NH:24][CH:23]=[C:22]4[CH2:26][CH2:27][CH2:28][OH:29])[N:13]=2)[CH:5]=[CH:6][C:7]=1[O:8][CH:9]([CH3:10])[CH3:11]. Given the reactants [Cl:1][C:2]1[CH:3]=[C:4]([C:12]2[O:16][N:15]=[C:14]([C:17]3[CH:18]=[CH:19][CH:20]=[C:21]4[C:25]=3[NH:24][CH:23]=[C:22]4[CH2:26][CH2:27][CH:28]=[O:29])[N:13]=2)[CH:5]=[CH:6][C:7]=1[O:8][CH:9]([CH3:11])[CH3:10].[BH4-].[Na+], predict the reaction product. (3) Given the reactants C(N(CC)CC)C.[H][H].[CH:10](=[C:17]([CH2:21][OH:22])[C:18]([OH:20])=[O:19])[C:11]1[CH:16]=[CH:15][CH:14]=[CH:13][CH:12]=1, predict the reaction product. The product is: [OH:22][CH2:21][CH:17]([CH2:10][C:11]1[CH:16]=[CH:15][CH:14]=[CH:13][CH:12]=1)[C:18]([OH:20])=[O:19]. (4) Given the reactants [Cl:1][C:2]1[CH:3]=[C:4]([CH:14]=[CH:15][CH:16]=1)[O:5][C:6]1[CH:7]=[C:8]([CH:11]=[CH:12][CH:13]=1)[CH:9]=O.[S:17]1[CH2:21][C:20](=[O:22])[NH:19][C:18]1=[O:23].C([O-])(=O)C.[Na+], predict the reaction product. The product is: [Cl:1][C:2]1[CH:3]=[C:4]([CH:14]=[CH:15][CH:16]=1)[O:5][C:6]1[CH:7]=[C:8]([CH:11]=[CH:12][CH:13]=1)[CH:9]=[C:21]1[S:17][C:18](=[O:23])[NH:19][C:20]1=[O:22]. (5) The product is: [Cl:1][C:2]1[CH:3]=[C:4]([C:12]2[O:16][N:15]=[C:14]([CH2:17][NH:19][C:20]3[CH:21]=[CH:22][C:23]([CH2:24][N:25]4[CH2:26][CH:27]([C:29]([OH:31])=[O:30])[CH2:28]4)=[CH:32][CH:33]=3)[CH:13]=2)[CH:5]=[CH:6][C:7]=1[O:8][CH:9]([CH3:10])[CH3:11]. Given the reactants [Cl:1][C:2]1[CH:3]=[C:4]([C:12]2[O:16][N:15]=[C:14]([CH:17]=O)[CH:13]=2)[CH:5]=[CH:6][C:7]=1[O:8][CH:9]([CH3:11])[CH3:10].[NH2:19][C:20]1[CH:33]=[CH:32][C:23]([CH2:24][N:25]2[CH2:28][CH:27]([C:29]([OH:31])=[O:30])[CH2:26]2)=[CH:22][CH:21]=1.C(O)(=O)C.C([BH3-])#N, predict the reaction product. (6) Given the reactants [CH2:1]([N:8]1[CH2:13][CH2:12][NH:11][CH2:10][CH2:9]1)[C:2]1[CH:7]=[CH:6][CH:5]=[CH:4][CH:3]=1.Cl[CH2:15][CH2:16][NH:17][C:18]([NH:20][C:21]1[C:30]2[C:25](=[CH:26][CH:27]=[CH:28][CH:29]=2)[N:24]=[CH:23][CH:22]=1)=[O:19].C([O-])(O)=O.[Na+].[Na+].[I-], predict the reaction product. The product is: [CH2:1]([N:8]1[CH2:13][CH2:12][N:11]([CH2:15][CH2:16][NH:17][C:18]([NH:20][C:21]2[C:30]3[C:25](=[CH:26][CH:27]=[CH:28][CH:29]=3)[N:24]=[CH:23][CH:22]=2)=[O:19])[CH2:10][CH2:9]1)[C:2]1[CH:3]=[CH:4][CH:5]=[CH:6][CH:7]=1. (7) Given the reactants [NH2:1][C:2]1[CH:7]=[CH:6][CH:5]=[CH:4][CH:3]=1.Br[C:9]1[N:14]=[C:13]2[N:15]([Si](C(C)C)(C(C)C)C(C)C)[CH:16]=[CH:17][C:12]2=[CH:11][CH:10]=1.[Br-].C1(C2C=CC=CC=2)C=CC=CC=1P(C(C)(C)C)C(C)(C)C.CC([O-])(C)C.[Na+].C(O)(C(F)(F)F)=O, predict the reaction product. The product is: [C:2]1([NH:1][C:9]2[N:14]=[C:13]3[NH:15][CH:16]=[CH:17][C:12]3=[CH:11][CH:10]=2)[CH:7]=[CH:6][CH:5]=[CH:4][CH:3]=1. (8) The product is: [Br:1][C:2]1[CH:3]=[C:4]([CH3:23])[C:5]([O:14][CH2:13][C:12]([NH2:11])=[O:15])=[C:6]([C:8]#[N:9])[CH:7]=1. Given the reactants [Br:1][C:2]1[CH:3]=[C:4]([CH3:23])[C:5]2[O:14][C:13]3[C:12](=[O:15])[NH:11]C(CN4CC[C@H](O)C4)=[N:9][C:8]=3[C:6]=2[CH:7]=1.BrC1C=C(C)C(O)=C(C=1)C#N.ClC1C=CC2OC3C(=O)NC(CN4CC[C@H](O)C4)=NC=3C=2C=1, predict the reaction product.